Dataset: Reaction yield outcomes from USPTO patents with 853,638 reactions. Task: Predict the reaction yield, written as a fraction of the theoretical maximum amount of product (1.0 means a 100% yield; for example, 0.34 means a 34% yield). (1) The reactants are [O:1]=[C:2]1[C:10]2([C:14]3[CH:15]=[CH:16][C:17]([O:19][C@H:20]4[CH2:24][CH2:23][N:22](C(OC(C)(C)C)=O)[CH2:21]4)=[CH:18][C:13]=3[O:12][CH2:11]2)[C:9]2[C:4](=[CH:5][CH:6]=[CH:7][CH:8]=2)[N:3]1[CH2:32][C@H:33]1[CH2:37][CH2:36][CH2:35][O:34]1.[ClH:38].O1CCOCC1.C(OCC)C. The catalyst is ClCCl. The product is [ClH:38].[NH:22]1[CH2:23][CH2:24][C@H:20]([O:19][C:17]2[CH:16]=[CH:15][C:14]3[C:10]4([CH2:11][O:12][C:13]=3[CH:18]=2)[C:9]2[C:4](=[CH:5][CH:6]=[CH:7][CH:8]=2)[N:3]([CH2:32][C@H:33]2[CH2:37][CH2:36][CH2:35][O:34]2)[C:2]4=[O:1])[CH2:21]1. The yield is 0.820. (2) The reactants are [F:1][C:2]1[CH:3]=[C:4]([CH:8]([OH:25])[CH2:9][O:10][C:11]2[CH:24]=[CH:23][C:14]([CH2:15][CH:16]3[S:20][C:19](=[O:21])[NH:18][C:17]3=[O:22])=[CH:13][CH:12]=2)[CH:5]=[CH:6][CH:7]=1.CS(C)=O.O=P12OP3(OP(OP(O3)(O1)=O)(=O)O2)=O.C(N(CC)CC)C. The catalyst is C(Cl)Cl. The product is [F:1][C:2]1[CH:3]=[C:4]([C:8](=[O:25])[CH2:9][O:10][C:11]2[CH:24]=[CH:23][C:14]([CH2:15][CH:16]3[S:20][C:19](=[O:21])[NH:18][C:17]3=[O:22])=[CH:13][CH:12]=2)[CH:5]=[CH:6][CH:7]=1. The yield is 0.400. (3) The reactants are [ClH:1].C(OC(=O)[NH:8][C@H:9]([C:13]([N:15]1[CH2:20][CH2:19][CH:18]([O:21][C:22]2[N:27]=[CH:26][C:25]([CH2:28][CH3:29])=[CH:24][N:23]=2)[CH2:17][CH2:16]1)=[O:14])[CH:10]([CH3:12])[CH3:11])(C)(C)C. The catalyst is C(O)C. The product is [ClH:1].[ClH:1].[CH2:28]([C:25]1[CH:24]=[N:23][C:22]([O:21][CH:18]2[CH2:19][CH2:20][N:15]([C:13](=[O:14])[C@@H:9]([NH2:8])[CH:10]([CH3:11])[CH3:12])[CH2:16][CH2:17]2)=[N:27][CH:26]=1)[CH3:29]. The yield is 1.00. (4) The reactants are C[O:2][C:3](=[O:15])[CH2:4][CH2:5][C:6]([C:8]1[CH:13]=[CH:12][CH:11]=[C:10]([F:14])[CH:9]=1)=O.O.NN.[OH-].[K+].Cl. The catalyst is C(O)CO.O.CCOCC. The product is [F:14][C:10]1[CH:9]=[C:8]([CH2:6][CH2:5][CH2:4][C:3]([OH:15])=[O:2])[CH:13]=[CH:12][CH:11]=1. The yield is 0.753.